Dataset: Full USPTO retrosynthesis dataset with 1.9M reactions from patents (1976-2016). Task: Predict the reactants needed to synthesize the given product. (1) Given the product [Cl:26][C:6]1[CH:7]=[C:8]([NH:19][CH2:20][C:21]2[O:22][CH:23]=[CH:24][CH:25]=2)[C:9]([C:10]([O:12][CH2:13][C:14]([Cl:17])([Cl:15])[Cl:16])=[O:11])=[CH:18][C:5]=1[S:2]([NH:1][CH2:37][O:36][C:34](=[O:35])[CH2:33][CH2:32][CH2:31][CH2:30][C:29]([O:28][CH3:27])=[O:39])(=[O:3])=[O:4], predict the reactants needed to synthesize it. The reactants are: [NH2:1][S:2]([C:5]1[C:6]([Cl:26])=[CH:7][C:8]([NH:19][CH2:20][C:21]2[O:22][CH:23]=[CH:24][CH:25]=2)=[C:9]([CH:18]=1)[C:10]([O:12][CH2:13][C:14]([Cl:17])([Cl:16])[Cl:15])=[O:11])(=[O:4])=[O:3].[CH3:27][O:28][C:29](=[O:39])[CH2:30][CH2:31][CH2:32][CH2:33][C:34]([O:36][CH2:37]Cl)=[O:35].C1CN2C(=NCCC2)C1.C(#N)C. (2) Given the product [N+:1]([C:4]1[CH:9]=[CH:8][CH:7]=[CH:6][C:5]=1[N:10]1[CH2:11][CH2:12][N:13]([CH2:22][C:23]2[CH:28]=[CH:27][CH:26]=[CH:25][CH:24]=2)[CH2:14][CH2:15]1)([O-:3])=[O:2], predict the reactants needed to synthesize it. The reactants are: [N+:1]([C:4]1[CH:9]=[CH:8][CH:7]=[CH:6][C:5]=1[N:10]1[CH2:15][CH2:14][NH:13][CH2:12][CH2:11]1)([O-:3])=[O:2].C([O-])([O-])=O.[Na+].[Na+].[CH2:22](Br)[C:23]1[CH:28]=[CH:27][CH:26]=[CH:25][CH:24]=1.